From a dataset of Full USPTO retrosynthesis dataset with 1.9M reactions from patents (1976-2016). Predict the reactants needed to synthesize the given product. (1) Given the product [CH2:1]([O:8][C:9]1[CH:14]=[C:13]([O:15][CH2:16][C:17]2[CH:18]=[CH:19][CH:20]=[CH:21][CH:22]=2)[C:12]([CH:23]([CH3:25])[CH3:24])=[CH:11][C:10]=1[C:26]1[O:30][N:29]=[C:28]([C:31]([NH:32][CH2:33][CH3:34])=[O:35])[C:27]=1[C:36]1[O:40][N:39]=[C:38]([C:41]([N:46]2[CH2:51][CH2:50][O:49][CH2:48][CH2:47]2)=[O:42])[CH:37]=1)[C:2]1[CH:7]=[CH:6][CH:5]=[CH:4][CH:3]=1, predict the reactants needed to synthesize it. The reactants are: [CH2:1]([O:8][C:9]1[CH:14]=[C:13]([O:15][CH2:16][C:17]2[CH:22]=[CH:21][CH:20]=[CH:19][CH:18]=2)[C:12]([CH:23]([CH3:25])[CH3:24])=[CH:11][C:10]=1[C:26]1[O:30][N:29]=[C:28]([C:31](=[O:35])[NH:32][CH2:33][CH3:34])[C:27]=1[C:36]1[O:40][N:39]=[C:38]([C:41](OCC)=[O:42])[CH:37]=1)[C:2]1[CH:7]=[CH:6][CH:5]=[CH:4][CH:3]=1.[NH:46]1[CH2:51][CH2:50][O:49][CH2:48][CH2:47]1. (2) Given the product [Cl:1][C:2]1[CH:7]=[CH:6][C:5]([C:8]2[N:12]([C:13]3[CH:18]=[CH:17][CH:16]=[CH:15][C:14]=3[OH:19])[N:11]=[C:10]([CH:21]3[CH2:26][C:25]([CH3:28])([CH3:27])[O:24][C:23]([CH3:30])([CH3:29])[CH2:22]3)[CH:9]=2)=[CH:4][CH:3]=1, predict the reactants needed to synthesize it. The reactants are: [Cl:1][C:2]1[CH:7]=[CH:6][C:5]([C:8]2[N:12]([C:13]3[CH:18]=[CH:17][CH:16]=[CH:15][C:14]=3[O:19]C)[N:11]=[C:10]([CH:21]3[CH2:26][C:25]([CH3:28])([CH3:27])[O:24][C:23]([CH3:30])([CH3:29])[CH2:22]3)[CH:9]=2)=[CH:4][CH:3]=1.B(Br)(Br)Br. (3) Given the product [C:1]([O:5][C:6]([C:8]1[CH:9]=[C:10]2[C:14](=[CH:15][CH:16]=1)[NH:13][CH:12]=[C:11]2[Cl:17])=[O:7])([CH3:4])([CH3:2])[CH3:3], predict the reactants needed to synthesize it. The reactants are: [C:1]([O:5][C:6]([C:8]1[CH:9]=[C:10]2[C:14](=[CH:15][CH:16]=1)[NH:13][CH:12]=[CH:11]2)=[O:7])([CH3:4])([CH3:3])[CH3:2].[Cl:17]N1C(=O)CCC1=O. (4) The reactants are: Cl.[F:2][C:3]1[CH:11]=[C:10]2[C:6]([C:7]([C:21]3[CH:22]=[CH:23][C:24]4[C:28]([CH:29]=3)=[N:27][N:26]([CH2:30]C3CCNCC3)[CH:25]=4)=[CH:8][N:9]2S(C2C=CC=CC=2)(=O)=O)=[CH:5][CH:4]=1.[CH3:37][CH2:38][N:39]([CH2:42][CH3:43])[CH2:40][CH3:41].C(Cl)(C)=[O:45]. Given the product [F:2][C:3]1[CH:4]=[C:5]2[C:6]([C:7]([C:21]3[CH:29]=[C:25]4[C:24]([CH:28]=[N:27][N:26]4[CH:30]4[CH2:41][CH2:40][N:39]([C:42](=[O:45])[CH3:43])[CH2:38][CH2:37]4)=[CH:23][CH:22]=3)=[CH:8][NH:9]2)=[CH:10][CH:11]=1, predict the reactants needed to synthesize it. (5) Given the product [Cl:6][C:7]1[CH:20]=[CH:19][C:18]([Cl:21])=[CH:17][C:8]=1[C:9]([C:11]1[CH:16]=[C:15]([S:2]([Cl:1])(=[O:5])=[O:3])[CH:14]=[CH:13][CH:12]=1)=[O:10], predict the reactants needed to synthesize it. The reactants are: [Cl:1][S:2]([OH:5])(=O)=[O:3].[Cl:6][C:7]1[CH:20]=[CH:19][C:18]([Cl:21])=[CH:17][C:8]=1[C:9]([C:11]1[CH:16]=[CH:15][CH:14]=[CH:13][CH:12]=1)=[O:10]. (6) Given the product [NH2:1][C:2]([CH3:42])([CH3:43])[C:3]([NH:5][C@H:6]([CH2:31][O:32][CH2:33][C:34]1[CH:39]=[CH:38][CH:37]=[CH:36][CH:35]=1)[C:7]([N:8]1[CH2:13][CH2:12][C:11]2=[N:14][NH:15][C:16](=[O:17])[C@:10]2([CH2:23][C:24]2[CH:44]=[CH:26][CH:27]=[CH:28][CH:29]=2)[CH2:9]1)=[O:30])=[O:4], predict the reactants needed to synthesize it. The reactants are: [NH2:1][C:2]([CH3:43])([CH3:42])[C:3]([NH:5][CH:6]([CH2:31][O:32][CH2:33][C:34]1[CH:39]=[CH:38][C:37](F)=[CH:36][C:35]=1F)[C:7](=[O:30])[N:8]1[CH2:13][CH2:12][C:11]2=[N:14][N:15](CC(F)(F)F)[C:16](=[O:17])[C:10]2([CH2:23][C:24]2[CH:29]=[CH:28][CH:27]=[CH:26]N=2)[CH2:9]1)=[O:4].[C:44](O)(=O)[C@@H]([C@H](C(O)=O)O)O.